The task is: Predict the reactants needed to synthesize the given product.. This data is from Full USPTO retrosynthesis dataset with 1.9M reactions from patents (1976-2016). (1) Given the product [C:1]([Si:5]([CH3:7])([CH3:6])[O:8][C@H:9]1[CH2:14][CH2:13][CH2:12][C@H:11]([O:15][C:16]2[CH:21]=[C:20]([F:22])[CH:19]=[CH:18][C:17]=2[NH2:23])[CH2:10]1)([CH3:4])([CH3:3])[CH3:2], predict the reactants needed to synthesize it. The reactants are: [C:1]([Si:5]([O:8][C@H:9]1[CH2:14][CH2:13][CH2:12][C@H:11]([O:15][C:16]2[CH:21]=[C:20]([F:22])[CH:19]=[CH:18][C:17]=2[N+:23]([O-])=O)[CH2:10]1)([CH3:7])[CH3:6])([CH3:4])([CH3:3])[CH3:2]. (2) Given the product [Cl:3][C:15]1[NH:8][C:9]2[C:10]([CH:16]=1)=[CH:11][CH:12]=[CH:13][CH:14]=2, predict the reactants needed to synthesize it. The reactants are: O=P(Cl)(Cl)[Cl:3].C([N:8]([CH2:15][CH3:16])[C:9]1[CH:14]=[CH:13][CH:12]=[CH:11][CH:10]=1)C.N1C2C(=CC=CC=2)CC1=O.O. (3) Given the product [CH:23]1[CH:22]=[C:19]2[C:20]([C:11]3[C:12]([NH:17][C:18]2=[CH:25][CH:24]=1)=[CH:13][C:14]1[C:15]([C:4]2[C:5]([NH:8][C:9]=1[CH:10]=3)=[CH:6][CH:7]=[CH:2][CH:3]=2)=[O:16])=[O:21], predict the reactants needed to synthesize it. The reactants are: C[C:2]1[CH:7]=[CH:6][C:5]2[NH:8][C:9]3[C:14]([C:15](=[O:16])[C:4]=2[CH:3]=1)=[CH:13][C:12]1[NH:17][C:18]2[CH:25]=[CH:24][C:23](C)=[CH:22][C:19]=2[C:20](=[O:21])[C:11]=1[CH:10]=3. (4) The reactants are: [Cl:1][C:2]1[CH:7]=[CH:6][C:5]([S:8]([NH:11][C@H:12]2[CH2:17][CH2:16][CH2:15][CH2:14][C@H:13]2[C:18]([NH2:20])=[O:19])(=[O:10])=[O:9])=[CH:4][CH:3]=1.Br[CH2:22][C:23]1[CH:28]=[CH:27][C:26]([F:29])=[CH:25][CH:24]=1. Given the product [Cl:1][C:2]1[CH:7]=[CH:6][C:5]([S:8]([N:11]([CH2:22][C:23]2[CH:28]=[CH:27][C:26]([F:29])=[CH:25][CH:24]=2)[C@H:12]2[CH2:17][CH2:16][CH2:15][CH2:14][C@H:13]2[C:18]([NH2:20])=[O:19])(=[O:9])=[O:10])=[CH:4][CH:3]=1, predict the reactants needed to synthesize it. (5) The reactants are: [CH3:1][C:2]1[CH:7]=[CH:6][CH:5]=[C:4]([C:8]2[NH:9][N:10]=[C:11]([CH:13]3[CH2:18][CH2:17][NH:16][CH2:15][CH2:14]3)[N:12]=2)[N:3]=1.C1([C:22]2[CH:29]=[C:28]([C:30]3[C:35]([C:36]4[CH:41]=[CH:40][C:39]([F:42])=[CH:38][CH:37]=4)=[CH:34][N:33]4[N:43]=[CH:44][N:45]=[C:32]4[N:31]=3)[CH:27]=[CH:26][C:23]=2[CH:24]=O)CC1.[BH-](O[C:56]([CH3:58])=O)(OC(C)=O)OC(C)=O.[Na+].[C:60]([O-])(O)=O.[Na+]. Given the product [CH:58]1([C:44]2[N:45]=[C:32]3[N:31]=[C:30]([C:28]4[CH:29]=[CH:22][C:23]([CH2:24][N:16]5[CH2:17][CH2:18][CH:13]([C:11]6[N:12]=[C:8]([C:4]7[CH:5]=[CH:6][CH:7]=[C:2]([CH3:1])[N:3]=7)[NH:9][N:10]=6)[CH2:14][CH2:15]5)=[CH:26][CH:27]=4)[C:35]([C:36]4[CH:37]=[CH:38][C:39]([F:42])=[CH:40][CH:41]=4)=[CH:34][N:33]3[N:43]=2)[CH2:56][CH2:60]1, predict the reactants needed to synthesize it.